The task is: Predict the reaction yield, written as a fraction of the theoretical maximum amount of product (1.0 means a 100% yield; for example, 0.34 means a 34% yield).. This data is from Reaction yield outcomes from USPTO patents with 853,638 reactions. (1) The reactants are Cl.[NH2:2][CH2:3][C:4]1[CH:13]=[CH:12][CH:11]=[C:10]2[C:5]=1[C:6](=[O:23])[N:7]([CH:15]1[CH2:20][CH2:19][C:18](=[O:21])[NH:17][C:16]1=[O:22])[C:8]([CH3:14])=[N:9]2.[F:24][C:25]([F:37])([F:36])[O:26][C:27]1[CH:35]=[CH:34][C:30]([C:31](Cl)=[O:32])=[CH:29][CH:28]=1.C(N(CC)C(C)C)(C)C. The catalyst is C(#N)C. The product is [O:22]=[C:16]1[CH:15]([N:7]2[C:6](=[O:23])[C:5]3[C:10](=[CH:11][CH:12]=[CH:13][C:4]=3[CH2:3][NH:2][C:31](=[O:32])[C:30]3[CH:34]=[CH:35][C:27]([O:26][C:25]([F:24])([F:36])[F:37])=[CH:28][CH:29]=3)[N:9]=[C:8]2[CH3:14])[CH2:20][CH2:19][C:18](=[O:21])[NH:17]1. The yield is 0.540. (2) The reactants are [F:1][C:2]1[C:11]([F:12])=[C:10]2[C:5]([CH:6]=[CH:7][CH:8]([CH2:13][CH2:14]C)[O:9]2)=[CH:4][C:3]=1[CH:16]1[CH2:21][CH2:20][CH:19]([CH2:22][CH2:23]CCC)[CH2:18][CH2:17]1. The catalyst is C1COCC1.[Pd]. The product is [CH2:13]([CH:8]1[CH2:7][CH2:6][C:5]2[C:10](=[C:11]([F:12])[C:2]([F:1])=[C:3]([CH:16]3[CH2:21][CH2:20][CH:19]([CH2:22][CH3:23])[CH2:18][CH2:17]3)[CH:4]=2)[O:9]1)[CH3:14]. The yield is 0.710. (3) The reactants are [C:1]([C:3]1[C:4]([C:20]([F:23])([F:22])[F:21])=[C:5]2[C:9](=[CH:10][CH:11]=1)[N:8]([CH2:12][C:13](=[NH:16])[NH:14][OH:15])[C:7]([CH2:17][CH2:18][CH3:19])=[CH:6]2)#[N:2].[Cl:24][C:25]1[CH:33]=[CH:32][C:31]([S:34]([CH3:37])(=[O:36])=[O:35])=[CH:30][C:26]=1[C:27](O)=O.CN(C(ON1N=NC2C=CC=NC1=2)=[N+](C)C)C.F[P-](F)(F)(F)(F)F.C(N(CC)CC)C. The catalyst is CN(C=O)C. The product is [Cl:24][C:25]1[CH:33]=[CH:32][C:31]([S:34]([CH3:37])(=[O:36])=[O:35])=[CH:30][C:26]=1[C:27]1[O:15][N:14]=[C:13]([CH2:12][N:8]2[C:9]3[C:5](=[C:4]([C:20]([F:22])([F:23])[F:21])[C:3]([C:1]#[N:2])=[CH:11][CH:10]=3)[CH:6]=[C:7]2[CH2:17][CH2:18][CH3:19])[N:16]=1. The yield is 0.260. (4) The yield is 0.670. The product is [Si:11]([O:18][CH2:19][CH:20]1[CH2:21][CH2:22][CH:23]([C:26]([C:2]2[C:3]3[CH:10]=[CH:9][NH:8][C:4]=3[N:5]=[CH:6][N:7]=2)=[O:27])[CH2:24][CH2:25]1)([C:14]([CH3:17])([CH3:16])[CH3:15])([CH3:13])[CH3:12]. The catalyst is O1CCCC1. The reactants are I[C:2]1[C:3]2[CH:10]=[CH:9][NH:8][C:4]=2[N:5]=[CH:6][N:7]=1.[Si:11]([O:18][CH2:19][CH:20]1[CH2:25][CH2:24][CH:23]([C:26](N(OC)C)=[O:27])[CH2:22][CH2:21]1)([C:14]([CH3:17])([CH3:16])[CH3:15])([CH3:13])[CH3:12].[Cl-].[NH4+].